Dataset: Full USPTO retrosynthesis dataset with 1.9M reactions from patents (1976-2016). Task: Predict the reactants needed to synthesize the given product. Given the product [C:8]([O:11][CH2:12][CH2:13][C:14]1[CH:15]=[C:16]2[C:20](=[CH:21][CH:22]=1)[NH:19][CH:18]=[C:17]2[C:30](=[O:31])[CH:38]([NH:37][C:36]1[CH:48]=[C:49]([O:51][CH3:52])[CH:50]=[C:34]([O:33][CH3:32])[CH:35]=1)[C:39]1[CH:47]=[C:42]2[CH:43]=[CH:44][CH:45]=[CH:46][N:41]2[N:40]=1)(=[O:10])[CH3:9], predict the reactants needed to synthesize it. The reactants are: C(N(CC)CC)C.[C:8]([O:11][CH2:12][CH2:13][C:14]1[CH:15]=[C:16]2[C:20](=[CH:21][CH:22]=1)[N:19](C(OC(C)(C)C)=O)[CH:18]=[C:17]2[CH:30]=[O:31])(=[O:10])[CH3:9].[CH3:32][O:33][C:34]1[CH:35]=[C:36]([CH:48]=[C:49]([O:51][CH3:52])[CH:50]=1)[N:37]=[CH:38][C:39]1[CH:47]=[C:42]2[CH:43]=[CH:44][CH:45]=[CH:46][N:41]2[N:40]=1.